Dataset: Peptide-MHC class II binding affinity with 134,281 pairs from IEDB. Task: Regression. Given a peptide amino acid sequence and an MHC pseudo amino acid sequence, predict their binding affinity value. This is MHC class II binding data. The peptide sequence is AARFVRRDGRRGGGR. The MHC is DRB1_0301 with pseudo-sequence DRB1_0301. The binding affinity (normalized) is 0.406.